Dataset: Reaction yield outcomes from USPTO patents with 853,638 reactions. Task: Predict the reaction yield, written as a fraction of the theoretical maximum amount of product (1.0 means a 100% yield; for example, 0.34 means a 34% yield). The reactants are [F:1][C:2]1[CH:7]=[C:6]([I:8])[CH:5]=[CH:4][C:3]=1[NH:9][C:10]1[CH:11]=[N+:12]([O-:36])[CH:13]=[CH:14][C:15]=1[C:16]([N:18]1[CH2:21][C:20]([C@@H:23]2[CH2:28][CH2:27][CH2:26][CH2:25][N:24]2C(OC(C)(C)C)=O)([OH:22])[CH2:19]1)=[O:17].Cl.[O:38]1CCO[CH2:40][CH2:39]1. The catalyst is CO. The product is [C:39]([O:22][C:20]1([C@@H:23]2[CH2:28][CH2:27][CH2:26][CH2:25][NH:24]2)[CH2:21][N:18]([C:16]([C:15]2[CH:14]=[CH:13][N+:12]([O-:36])=[CH:11][C:10]=2[NH:9][C:3]2[CH:4]=[CH:5][C:6]([I:8])=[CH:7][C:2]=2[F:1])=[O:17])[CH2:19]1)(=[O:38])[CH3:40]. The yield is 0.660.